The task is: Predict the product of the given reaction.. This data is from Forward reaction prediction with 1.9M reactions from USPTO patents (1976-2016). (1) Given the reactants [N:1]1[CH:6]=[CH:5][CH:4]=[CH:3][C:2]=1[C:7](Cl)=[N:8][OH:9].[OH:11][C:12]1[CH:13]=[C:14]([C:18]#[CH:19])[CH:15]=[CH:16][CH:17]=1.C(N(CC)CC)C, predict the reaction product. The product is: [OH:11][C:12]1[CH:13]=[C:14]([C:18]2[O:9][N:8]=[C:7]([C:2]3[CH:3]=[CH:4][CH:5]=[CH:6][N:1]=3)[CH:19]=2)[CH:15]=[CH:16][CH:17]=1. (2) Given the reactants [C:1]([NH:4][C:5]1[CH:14]=[C:13]([C:15]2[CH:20]=[CH:19][N:18]3[N:21]=[CH:22][CH:23]=[C:17]3[N:16]=2)[CH:12]=[CH:11][C:6]=1[C:7]([O:9][CH3:10])=[O:8])(=[O:3])[CH3:2].[I:24]N1C(=O)CCC1=O.O, predict the reaction product. The product is: [C:1]([NH:4][C:5]1[CH:14]=[C:13]([C:15]2[CH:20]=[CH:19][N:18]3[N:21]=[CH:22][C:23]([I:24])=[C:17]3[N:16]=2)[CH:12]=[CH:11][C:6]=1[C:7]([O:9][CH3:10])=[O:8])(=[O:3])[CH3:2]. (3) Given the reactants Br[C:2]1[CH:7]=[C:6](Br)[C:5]([O:9][C:10]2[CH:15]=[CH:14][CH:13]=[CH:12][CH:11]=2)=[CH:4][C:3]=1[O:16][C:17]1[CH:22]=[CH:21][CH:20]=[CH:19][CH:18]=1.[C:23]1([NH:29][C:30]2[CH:35]=[CH:34][CH:33]=[CH:32][CH:31]=2)[CH:28]=[CH:27][CH:26]=[CH:25][CH:24]=1.C[N:37]([C:39]1[CH:44]=[CH:43][C:42](P(C(C)(C)C)C(C)(C)C)=[CH:41][CH:40]=1)[CH3:38].C[C:55]([O-])([CH3:57])[CH3:56].[Na+].[C:60](OCC)(=O)[CH3:61], predict the reaction product. The product is: [O:16]([C:3]1[CH:4]=[C:5]([O:9][C:10]2[CH:15]=[CH:14][CH:13]=[CH:12][CH:11]=2)[C:6]([N:29]([C:23]2[CH:24]=[CH:25][CH:26]=[CH:27][CH:28]=2)[C:30]2[CH:31]=[CH:32][CH:33]=[CH:34][CH:35]=2)=[CH:7][C:2]=1[N:37]([C:38]1[CH:57]=[CH:55][CH:56]=[CH:61][CH:60]=1)[C:39]1[CH:40]=[CH:41][CH:42]=[CH:43][CH:44]=1)[C:17]1[CH:22]=[CH:21][CH:20]=[CH:19][CH:18]=1. (4) Given the reactants [CH3:1][C:2]1[N:7]=[C:6]([SH:8])[N:5]=[C:4]([OH:9])[CH:3]=1.C(=O)([O-])[O-].[K+].[K+].Br[CH2:17][C:18]1[CH:23]=[CH:22][N:21]=[CH:20][C:19]=1[CH2:24][CH3:25], predict the reaction product. The product is: [CH2:24]([C:19]1[CH:20]=[N:21][CH:22]=[CH:23][C:18]=1[CH2:17][S:8][C:6]1[N:5]=[C:4]([OH:9])[CH:3]=[C:2]([CH3:1])[N:7]=1)[CH3:25]. (5) Given the reactants C(O)(C(F)(F)F)=O.[Cl:8][C:9]1[N:14]=[CH:13][C:12]([NH:15]C(=O)OC(C)(C)C)=[C:11]([C:23]2([OH:29])[CH2:28][CH2:27][CH2:26][CH2:25][CH2:24]2)[CH:10]=1, predict the reaction product. The product is: [NH2:15][C:12]1[C:11]([C:23]2([OH:29])[CH2:28][CH2:27][CH2:26][CH2:25][CH2:24]2)=[CH:10][C:9]([Cl:8])=[N:14][CH:13]=1. (6) Given the reactants CC[N:3]([CH:7]([CH3:9])C)[CH:4](C)C.[CH3:10][N:11]1[C:16](=[O:17])[C:15]2[C:18]([C:39]3[CH:44]=[CH:43][CH:42]=[CH:41][CH:40]=3)=[C:19]([C:21]3[CH:26]=[CH:25][C:24]([C:27]4([NH:31][C:32](=[O:38])[O:33][C:34]([CH3:37])([CH3:36])[CH3:35])[CH2:30][CH2:29][CH2:28]4)=[CH:23][CH:22]=3)[O:20][C:14]=2[N:13]=[C:12]1S(C)(=O)=O.C1C[O:52]CC1, predict the reaction product. The product is: [OH:52][CH:9]1[CH2:4][N:3]([C:12]2[N:11]([CH3:10])[C:16](=[O:17])[C:15]3[C:18]([C:39]4[CH:44]=[CH:43][CH:42]=[CH:41][CH:40]=4)=[C:19]([C:21]4[CH:22]=[CH:23][C:24]([C:27]5([NH:31][C:32](=[O:38])[O:33][C:34]([CH3:36])([CH3:37])[CH3:35])[CH2:30][CH2:29][CH2:28]5)=[CH:25][CH:26]=4)[O:20][C:14]=3[N:13]=2)[CH2:7]1. (7) Given the reactants [Na].[Cl:2][C:3]1[CH:8]=[C:7]([Cl:9])[C:6]([O:10][CH3:11])=[CH:5][C:4]=1[NH:12][C:13]1[C:22]2[C:17](=[CH:18][C:19](F)=[C:20]([O:23][CH3:24])[CH:21]=2)[N:16]=[CH:15][C:14]=1[C:26]#[N:27].[N:28]1([CH2:34][CH2:35][O:36][CH2:37][CH2:38][OH:39])[CH2:33][CH2:32][NH:31][CH2:30][CH2:29]1, predict the reaction product. The product is: [Cl:2][C:3]1[CH:8]=[C:7]([Cl:9])[C:6]([O:10][CH3:11])=[CH:5][C:4]=1[NH:12][C:13]1[C:22]2[C:17](=[CH:18][C:19]([O:39][CH2:38][CH2:37][O:36][CH2:35][CH2:34][N:28]3[CH2:33][CH2:32][NH:31][CH2:30][CH2:29]3)=[C:20]([O:23][CH3:24])[CH:21]=2)[N:16]=[CH:15][C:14]=1[C:26]#[N:27].